This data is from Full USPTO retrosynthesis dataset with 1.9M reactions from patents (1976-2016). The task is: Predict the reactants needed to synthesize the given product. (1) Given the product [ClH:25].[CH:43]1([S:40]([NH:39][C:37]([C@@:31]2([NH:30][C:26]([C@H:9]3[NH:8][CH2:12][C@H:11]([O:13][C:14]([N:16]4[CH2:24][C:23]5[C:18](=[CH:19][CH:20]=[CH:21][C:22]=5[Cl:25])[CH2:17]4)=[O:15])[CH2:10]3)=[O:28])[CH2:33][C@H:32]2[CH:34]2[CH2:36][CH2:35]2)=[O:38])(=[O:42])=[O:41])[CH2:45][CH2:44]1, predict the reactants needed to synthesize it. The reactants are: C(OC([N:8]1[CH2:12][C@H:11]([O:13][C:14]([N:16]2[CH2:24][C:23]3[C:18](=[CH:19][CH:20]=[CH:21][C:22]=3[Cl:25])[CH2:17]2)=[O:15])[CH2:10][C@H:9]1[C:26]([OH:28])=O)=O)(C)(C)C.Cl.[NH2:30][C@:31]1([C:37]([NH:39][S:40]([CH:43]2[CH2:45][CH2:44]2)(=[O:42])=[O:41])=[O:38])[CH2:33][C@H:32]1[CH:34]1[CH2:36][CH2:35]1.CN(C(ON1N=NC2C=CC=NC1=2)=[N+](C)C)C.F[P-](F)(F)(F)(F)F.CCN(C(C)C)C(C)C. (2) Given the product [CH3:25][O:26][C:27]1[CH:28]=[CH:29][C:30]([CH2:31][O:32][C:33]2[CH:38]=[C:37]([C:2]3[N:3]=[C:4]([N:19]4[CH2:24][CH2:23][O:22][CH2:21][CH2:20]4)[C:5]4[S:10][C:9]([CH2:11][N:12]5[CH2:17][CH2:16][N:15]([CH3:18])[CH2:14][CH2:13]5)=[CH:8][C:6]=4[N:7]=3)[CH:36]=[N:35][CH:34]=2)=[CH:48][CH:49]=1, predict the reactants needed to synthesize it. The reactants are: Cl[C:2]1[N:3]=[C:4]([N:19]2[CH2:24][CH2:23][O:22][CH2:21][CH2:20]2)[C:5]2[S:10][C:9]([CH2:11][N:12]3[CH2:17][CH2:16][N:15]([CH3:18])[CH2:14][CH2:13]3)=[CH:8][C:6]=2[N:7]=1.[CH3:25][O:26][C:27]1[CH:49]=[CH:48][C:30]([CH2:31][O:32][C:33]2[CH:34]=[N:35][CH:36]=[C:37](B3OC(C)(C)C(C)(C)O3)[CH:38]=2)=[CH:29][CH:28]=1.